This data is from Catalyst prediction with 721,799 reactions and 888 catalyst types from USPTO. The task is: Predict which catalyst facilitates the given reaction. (1) Reactant: C([O:3][C:4](=[O:34])[CH2:5][CH:6]1[N:11]2[CH:12]=[CH:13][C:14](=[O:24])[C:15]([O:16][CH2:17][C:18]3[CH:23]=[CH:22][CH:21]=[CH:20][CH:19]=3)=[C:10]2[C:9](=[O:25])[N:8]([CH2:26][C:27]2[CH:32]=[CH:31][C:30]([F:33])=[CH:29][CH:28]=2)[CH2:7]1)C.[OH-].[K+].O. Product: [CH2:17]([O:16][C:15]1[C:14](=[O:24])[CH:13]=[CH:12][N:11]2[CH:6]([CH2:5][C:4]([OH:34])=[O:3])[CH2:7][N:8]([CH2:26][C:27]3[CH:32]=[CH:31][C:30]([F:33])=[CH:29][CH:28]=3)[C:9](=[O:25])[C:10]=12)[C:18]1[CH:23]=[CH:22][CH:21]=[CH:20][CH:19]=1. The catalyst class is: 5. (2) Reactant: C([C:3]1[C:11]2[C:6](=[C:7]([C:12]3[N:16]=[C:15]([C:17]4[CH:18]=[CH:19][C:20]([O:25][CH:26]([CH3:28])[CH3:27])=[C:21]([CH:24]=4)[C:22]#[N:23])[O:14][N:13]=3)[CH:8]=[CH:9][CH:10]=2)[NH:5][CH:4]=1)=O.[CH3:29][NH:30][CH2:31][C:32]([OH:34])=[O:33].[C:35](O)(=O)C.[BH-](OC(C)=O)(OC(C)=O)OC(C)=O.[Na+]. Product: [C:22]([C:21]1[CH:24]=[C:17]([C:15]2[O:14][N:13]=[C:12]([C:7]3[CH:8]=[CH:9][CH:10]=[C:11]4[C:6]=3[NH:5][CH:4]=[C:3]4[CH2:29][N:30]([CH3:35])[CH2:31][C:32]([OH:34])=[O:33])[N:16]=2)[CH:18]=[CH:19][C:20]=1[O:25][CH:26]([CH3:28])[CH3:27])#[N:23]. The catalyst class is: 2.